This data is from Full USPTO retrosynthesis dataset with 1.9M reactions from patents (1976-2016). The task is: Predict the reactants needed to synthesize the given product. (1) The reactants are: [OH:1][C:2]1[CH:11]=[CH:10][C:9]2[C:4](=[CH:5][CH:6]=[CH:7][CH:8]=2)[C:3]=1[C:12]([OH:14])=O.Cl.C[N:17](C)CCCN=C=NCC.O[N:28]1C2C=CC=CC=2N=N1.N. Given the product [NH3:17].[OH:1][C:2]1[CH:11]=[CH:10][C:9]2[C:4](=[CH:5][CH:6]=[CH:7][CH:8]=2)[C:3]=1[C:12]([NH2:28])=[O:14], predict the reactants needed to synthesize it. (2) Given the product [CH3:3][N:4]1[C:12]2[C:7](=[CH:8][C:9]([O:17][CH3:18])=[C:10]([O:13][CH2:14][CH2:15][I:1])[CH:11]=2)[C:6]([C:19]2[N:27]([S:28]([C:31]3[CH:36]=[CH:35][C:34]([CH3:37])=[CH:33][CH:32]=3)(=[O:30])=[O:29])[C:22]3=[N:23][CH:24]=[CH:25][CH:26]=[C:21]3[CH:20]=2)=[CH:5]1, predict the reactants needed to synthesize it. The reactants are: [I-:1].[Na+].[CH3:3][N:4]1[C:12]2[C:7](=[CH:8][C:9]([O:17][CH3:18])=[C:10]([O:13][CH2:14][CH2:15]Cl)[CH:11]=2)[C:6]([C:19]2[N:27]([S:28]([C:31]3[CH:36]=[CH:35][C:34]([CH3:37])=[CH:33][CH:32]=3)(=[O:30])=[O:29])[C:22]3=[N:23][CH:24]=[CH:25][CH:26]=[C:21]3[CH:20]=2)=[CH:5]1.